This data is from hERG Central: cardiac toxicity at 1µM, 10µM, and general inhibition. The task is: Predict hERG channel inhibition at various concentrations. (1) The drug is C=C[C@]1(C)C[C@@H](OC(=O)CSCCN(CC)CC)[C@]2(C)C(C)CC[C@]3(CCC(=O)[C@H]32)[C@@H](C)[C@@H]1O.O=C(O)/C=C/C(=O)O. Results: hERG_inhib (hERG inhibition (general)): blocker. (2) Results: hERG_inhib (hERG inhibition (general)): blocker. The molecule is Cc1cccc(-c2noc(-c3ccno3)n2)c1. (3) The molecule is C=CCc1ccc(OCC(O)CN2CCN(c3ccccc3)CC2)c(OC)c1.Cl. Results: hERG_inhib (hERG inhibition (general)): blocker. (4) The compound is CC(=O)OCC(=O)N1CCN(c2ccc([N+](=O)[O-])cc2)CC1. Results: hERG_inhib (hERG inhibition (general)): blocker. (5) The molecule is CCc1cc(=O)oc2c3c(cc(OCC(=O)NCCCn4ccnc4)c12)OC(C)(C)CC3. Results: hERG_inhib (hERG inhibition (general)): blocker.